Dataset: Reaction yield outcomes from USPTO patents with 853,638 reactions. Task: Predict the reaction yield, written as a fraction of the theoretical maximum amount of product (1.0 means a 100% yield; for example, 0.34 means a 34% yield). (1) The reactants are C[O:2][C:3]1[CH:4]=[C:5]([C:14]([C:17]2[CH:18]=[C:19]([NH:23][C:24]([C:26]3[NH:27][C:28]4[C:33]([CH:34]=3)=[CH:32][CH:31]=[C:30]([NH:35][S:36]([CH3:39])(=[O:38])=[O:37])[CH:29]=4)=[O:25])[CH:20]=[CH:21][CH:22]=2)([CH3:16])[CH3:15])[CH:6]=[C:7]([O:9][C:10]([F:13])([F:12])[F:11])[CH:8]=1.B(Br)(Br)Br.O. The catalyst is C(Cl)Cl. The product is [OH:2][C:3]1[CH:4]=[C:5]([C:14]([C:17]2[CH:18]=[C:19]([NH:23][C:24]([C:26]3[NH:27][C:28]4[C:33]([CH:34]=3)=[CH:32][CH:31]=[C:30]([NH:35][S:36]([CH3:39])(=[O:37])=[O:38])[CH:29]=4)=[O:25])[CH:20]=[CH:21][CH:22]=2)([CH3:16])[CH3:15])[CH:6]=[C:7]([O:9][C:10]([F:12])([F:11])[F:13])[CH:8]=1. The yield is 0.980. (2) The reactants are Br[C:2]1[CH:7]=[C:6]([C:8]2[CH:13]=[CH:12][C:11]([C:14]([F:17])([F:16])[F:15])=[CH:10][CH:9]=2)[CH:5]=[C:4]([CH2:18][O:19][CH:20]2[CH2:25][CH2:24][CH2:23][CH2:22][O:21]2)[N:3]=1.[C:26]([NH:30][S:31]([C:34]1[CH:39]=[CH:38][CH:37]=[C:36]([C:40]2[CH:45]=[CH:44][CH:43]=[C:42]([Sn](CCCC)(CCCC)CCCC)[N:41]=2)[CH:35]=1)(=[O:33])=[O:32])([CH3:29])([CH3:28])[CH3:27].CCCCCCC.C(OCC)(=O)C. The catalyst is C1(C)C=CC=CC=1. The product is [C:26]([NH:30][S:31]([C:34]1[CH:39]=[CH:38][CH:37]=[C:36]([C:40]2[N:41]=[C:42]([C:2]3[CH:7]=[C:6]([C:8]4[CH:13]=[CH:12][C:11]([C:14]([F:17])([F:16])[F:15])=[CH:10][CH:9]=4)[CH:5]=[C:4]([CH2:18][O:19][CH:20]4[CH2:25][CH2:24][CH2:23][CH2:22][O:21]4)[N:3]=3)[CH:43]=[CH:44][CH:45]=2)[CH:35]=1)(=[O:32])=[O:33])([CH3:29])([CH3:27])[CH3:28]. The yield is 0.980.